This data is from Forward reaction prediction with 1.9M reactions from USPTO patents (1976-2016). The task is: Predict the product of the given reaction. Given the reactants [F:1][C:2]([F:33])([F:32])[C:3]1[CH:4]=[C:5]([C@H:13]2[O:18][C:17](=[O:19])[N:16]([CH2:20][C:21]3[CH:22]=[C:23]4[C:27](=[CH:28][C:29]=3I)[CH2:26][CH2:25][CH2:24]4)[C@@H:15]([CH3:31])[CH2:14]2)[CH:6]=[C:7]([C:9]([F:12])([F:11])[F:10])[CH:8]=1.[C:34]([C:38]1[CH:39]=[CH:40][C:41]([O:47][CH3:48])=[C:42](B(O)O)[CH:43]=1)([CH3:37])([CH3:36])[CH3:35].C([O-])([O-])=O.[K+].[K+], predict the reaction product. The product is: [F:1][C:2]([F:33])([F:32])[C:3]1[CH:4]=[C:5]([C@H:13]2[O:18][C:17](=[O:19])[N:16]([CH2:20][C:21]3[CH:22]=[C:23]4[C:27](=[CH:28][C:29]=3[C:42]3[CH:43]=[C:38]([C:34]([CH3:35])([CH3:37])[CH3:36])[CH:39]=[CH:40][C:41]=3[O:47][CH3:48])[CH2:26][CH2:25][CH2:24]4)[C@@H:15]([CH3:31])[CH2:14]2)[CH:6]=[C:7]([C:9]([F:12])([F:11])[F:10])[CH:8]=1.